This data is from Tyrosyl-DNA phosphodiesterase HTS with 341,365 compounds. The task is: Binary Classification. Given a drug SMILES string, predict its activity (active/inactive) in a high-throughput screening assay against a specified biological target. The compound is N(C1CC=2C(C3C(C4C5(C(CC4)C(N(C5)C)C)CC3)CC2)(CC1)C)(C)C. The result is 0 (inactive).